From a dataset of Full USPTO retrosynthesis dataset with 1.9M reactions from patents (1976-2016). Predict the reactants needed to synthesize the given product. (1) Given the product [C:1]1([NH:7][C:8]([NH:10][C@@H:11]2[CH2:16][CH2:15][CH2:14][CH2:13][C@H:12]2[NH:17][C@H:18]2[CH2:23][CH2:22][CH2:21][N:20]([C:25]3[CH:30]=[CH:29][C:28]([C:31]([F:34])([F:33])[F:32])=[CH:27][N:26]=3)[CH2:19]2)=[O:9])[CH:2]=[CH:3][CH:4]=[CH:5][CH:6]=1, predict the reactants needed to synthesize it. The reactants are: [C:1]1([NH:7][C:8]([NH:10][C@@H:11]2[CH2:16][CH2:15][CH2:14][CH2:13][C@H:12]2[NH:17][CH:18]2[CH2:23][CH2:22][CH2:21][NH:20][CH2:19]2)=[O:9])[CH:6]=[CH:5][CH:4]=[CH:3][CH:2]=1.F[C:25]1[CH:30]=[CH:29][C:28]([C:31]([F:34])([F:33])[F:32])=[CH:27][N:26]=1. (2) Given the product [NH2:29][C:11]1[CH:10]=[C:9]([NH:8][C:5]2[CH:6]=[CH:7][C:2]([F:1])=[CH:3][C:4]=2[CH3:32])[CH:14]=[CH:13][C:12]=1[C:15]([C:17]1[CH:22]=[C:21]([O:23][CH2:24][CH2:25][CH2:26][OH:27])[CH:20]=[CH:19][C:18]=1[CH3:28])=[O:16], predict the reactants needed to synthesize it. The reactants are: [F:1][C:2]1[CH:7]=[CH:6][C:5]([NH:8][C:9]2[CH:14]=[CH:13][C:12]([C:15]([C:17]3[CH:22]=[C:21]([O:23][CH2:24][CH2:25][CH2:26][OH:27])[CH:20]=[CH:19][C:18]=3[CH3:28])=[O:16])=[C:11]([N+:29]([O-])=O)[CH:10]=2)=[C:4]([CH3:32])[CH:3]=1.